This data is from Forward reaction prediction with 1.9M reactions from USPTO patents (1976-2016). The task is: Predict the product of the given reaction. Given the reactants [CH:1]([N:4]1[CH:12]=[C:11]2[C:6]([C:7](=[O:25])[NH:8][C:9]3([CH2:17][CH2:16][N:15](C(OC(C)(C)C)=O)[CH2:14][CH2:13]3)[CH2:10]2)=[N:5]1)([CH3:3])[CH3:2].[ClH:26], predict the reaction product. The product is: [ClH:26].[CH:1]([N:4]1[CH:12]=[C:11]2[C:6]([C:7](=[O:25])[NH:8][C:9]3([CH2:13][CH2:14][NH:15][CH2:16][CH2:17]3)[CH2:10]2)=[N:5]1)([CH3:3])[CH3:2].